From a dataset of Reaction yield outcomes from USPTO patents with 853,638 reactions. Predict the reaction yield, written as a fraction of the theoretical maximum amount of product (1.0 means a 100% yield; for example, 0.34 means a 34% yield). (1) The reactants are [Cl:1][C:2]1[CH:7]=[CH:6][C:5](N)=[CH:4][C:3]=1[N+:9]([O-:11])=[O:10].N([O-])=O.[Na+].[BrH:16]. The catalyst is O. The product is [Br:16][C:5]1[CH:6]=[CH:7][C:2]([Cl:1])=[C:3]([N+:9]([O-:11])=[O:10])[CH:4]=1. The yield is 0.550. (2) The reactants are Cl.Cl.[Cl:3][C:4]1[CH:9]=[CH:8][C:7]([N:10]2[CH2:15][CH2:14][NH:13][CH2:12][CH2:11]2)=[CH:6][C:5]=1[O:16][CH3:17].O.C([O-])([O-])=O.[K+].[K+].[Cl:25][CH2:26][C:27](Cl)=[O:28]. The catalyst is C(Cl)Cl. The product is [Cl:25][CH2:26][C:27]([N:13]1[CH2:12][CH2:11][N:10]([C:7]2[CH:8]=[CH:9][C:4]([Cl:3])=[C:5]([O:16][CH3:17])[CH:6]=2)[CH2:15][CH2:14]1)=[O:28]. The yield is 0.920. (3) The catalyst is CN(C=O)C.CN(C)C1C=CN=CC=1.CCOC(C)=O. The reactants are [C:1]1([CH:7]2[CH2:10][CH:9]([NH2:11])[CH2:8]2)[CH:6]=[CH:5][CH:4]=[CH:3][CH:2]=1.[Cl:12][C:13]1[CH:14]=[C:15]2[C:20](=[CH:21][C:22]=1[O:23][C:24]1[CH:32]=[CH:31][C:27]([C:28](O)=[O:29])=[CH:26][CH:25]=1)[O:19][CH2:18][CH2:17][CH:16]2[C:33]([O:35][CH2:36][CH3:37])=[O:34].Cl.C(N=C=NCCCN(C)C)C. The yield is 0.495. The product is [Cl:12][C:13]1[CH:14]=[C:15]2[C:20](=[CH:21][C:22]=1[O:23][C:24]1[CH:32]=[CH:31][C:27]([C:28](=[O:29])[NH:11][CH:9]3[CH2:8][CH:7]([C:1]4[CH:6]=[CH:5][CH:4]=[CH:3][CH:2]=4)[CH2:10]3)=[CH:26][CH:25]=1)[O:19][CH2:18][CH2:17][CH:16]2[C:33]([O:35][CH2:36][CH3:37])=[O:34]. (4) The yield is 0.900. The catalyst is CCO. The reactants are Cl.[NH2:2][OH:3].C(=O)([O-])[O-].[Na+].[Na+].[OH:10][CH:11]1[C:19]2[CH:18]=[CH:17][CH:16]=[C:15]([C:20]#[N:21])[C:14]=2[CH2:13][CH2:12]1. The product is [OH:3][NH:2][C:20]([C:15]1[C:14]2[CH2:13][CH2:12][CH:11]([OH:10])[C:19]=2[CH:18]=[CH:17][CH:16]=1)=[NH:21]. (5) The reactants are [F:1][C@H:2]([CH2:12][CH2:13][C:14]1[N:15]=[N:16][C:17]([I:20])=[CH:18][CH:19]=1)[CH2:3][N:4]1[CH:8]=[C:7]([C:9]([OH:11])=O)[N:6]=[N:5]1.[CH3:21][N:22](C(ON1N=NC2C=CC=NC1=2)=[N+](C)C)C.F[P-](F)(F)(F)(F)F.CCN(C(C)C)C(C)C.CN.C1COCC1. The catalyst is CN(C=O)C.O. The product is [F:1][C@H:2]([CH2:12][CH2:13][C:14]1[N:15]=[N:16][C:17]([I:20])=[CH:18][CH:19]=1)[CH2:3][N:4]1[CH:8]=[C:7]([C:9]([NH:22][CH3:21])=[O:11])[N:6]=[N:5]1. The yield is 0.560. (6) The reactants are [CH3:1][C:2]1[CH:7]=[C:6]([N:8]2[CH2:13][CH2:12][O:11][CH2:10][CH2:9]2)[CH:5]=[C:4]([C:14]([F:17])([F:16])[F:15])[C:3]=1[NH2:18].[CH:19]1([CH2:24][C:25](Cl)=[O:26])[CH2:23][CH2:22][CH2:21][CH2:20]1. The catalyst is C(#N)C.C(OCC)(=O)C. The product is [CH:19]1([CH2:24][C:25]([NH:18][C:3]2[C:4]([C:14]([F:17])([F:16])[F:15])=[CH:5][C:6]([N:8]3[CH2:13][CH2:12][O:11][CH2:10][CH2:9]3)=[CH:7][C:2]=2[CH3:1])=[O:26])[CH2:23][CH2:22][CH2:21][CH2:20]1. The yield is 0.520. (7) The reactants are [Br:1][C:2]1[CH:7]=[CH:6][N:5]=[C:4]([CH2:8][S:9]([CH3:12])(=[O:11])=[O:10])[CH:3]=1.Br[CH2:14][CH2:15]Br. No catalyst specified. The product is [Br:1][C:2]1[CH:7]=[CH:6][N:5]=[C:4]([C:8]2([S:9]([CH3:12])(=[O:10])=[O:11])[CH2:15][CH2:14]2)[CH:3]=1. The yield is 0.200. (8) The reactants are [NH2:1][C:2]([NH:4][N:5]=[C:6]([C:9]1[CH:14]=[CH:13][CH:12]=[CH:11][CH:10]=1)[CH:7]=O)=[O:3]. The catalyst is C(O)(=O)C. The product is [C:9]1([C:6]2[CH:7]=[N:1][C:2](=[O:3])[NH:4][N:5]=2)[CH:14]=[CH:13][CH:12]=[CH:11][CH:10]=1. The yield is 0.901. (9) The reactants are [F:1][C:2]1[CH:7]=[CH:6][C:5]([CH2:8][N:9]([CH3:25])[CH2:10][CH2:11][C:12]2[CH:13]=[N:14][N:15]([C:17]3[CH:22]=C(C#N)[CH:20]=[CH:19][N:18]=3)[CH:16]=2)=[CH:4][CH:3]=1.[OH-:26].[Na+].[CH2:28]([OH:30])[CH3:29]. No catalyst specified. The product is [F:1][C:2]1[CH:7]=[CH:6][C:5]([CH2:8][N:9]([CH3:25])[CH2:10][CH2:11][C:12]2[CH:13]=[N:14][N:15]([C:17]3[CH:22]=[C:29]([C:28]([OH:26])=[O:30])[CH:20]=[CH:19][N:18]=3)[CH:16]=2)=[CH:4][CH:3]=1. The yield is 0.800.